From a dataset of CYP2C9 inhibition data for predicting drug metabolism from PubChem BioAssay. Regression/Classification. Given a drug SMILES string, predict its absorption, distribution, metabolism, or excretion properties. Task type varies by dataset: regression for continuous measurements (e.g., permeability, clearance, half-life) or binary classification for categorical outcomes (e.g., BBB penetration, CYP inhibition). Dataset: cyp2c9_veith. (1) The compound is Clc1ccccc1-c1cc(NCc2cccnc2)ncn1. The result is 0 (non-inhibitor). (2) The drug is O=C(Nc1ccc(Cl)c(Cl)c1)N1CCC(N2CCCCC2)CC1. The result is 0 (non-inhibitor). (3) The drug is CO[C@@H]1COC(=O)[C@H](C)NC(=O)C/C=C\[C@@H](C)[C@@H](NS(=O)(=O)c2ccc(C)cc2)COC(=O)C/C=C\[C@@H]1C. The result is 0 (non-inhibitor). (4) The molecule is O=c1cc(CN2CCN(c3ccc(F)cc3)CC2)c2cc3c(cc2o1)CCCC3. The result is 0 (non-inhibitor). (5) The drug is CCCC1(C)Nc2ccccc2-c2nc3ccccc3n21. The result is 1 (inhibitor). (6) The drug is O=C(O)c1ccccc1C(=O)Nc1cc2c(cc1Br)-c1ccccc1C2=O. The result is 0 (non-inhibitor). (7) The compound is CN(C)c1ncc2nc(-c3ccc(F)cc3)c(=O)n(Cc3cccs3)c2n1. The result is 0 (non-inhibitor).